Dataset: Forward reaction prediction with 1.9M reactions from USPTO patents (1976-2016). Task: Predict the product of the given reaction. (1) Given the reactants [O:1]1[C:5]2[CH:6]=[CH:7][C:8]([N:10]3[C:14]4[C:15]5[CH:16]=[C:17]([N+:23]([O-])=O)[CH:18]=[CH:19][C:20]=5[O:21][CH2:22][C:13]=4[C:12]([C:26]([O:28][CH2:29][CH3:30])=[O:27])=[N:11]3)=[CH:9][C:4]=2[O:3][CH2:2]1, predict the reaction product. The product is: [NH2:23][C:17]1[CH:18]=[CH:19][C:20]2[O:21][CH2:22][C:13]3[C:12]([C:26]([O:28][CH2:29][CH3:30])=[O:27])=[N:11][N:10]([C:8]4[CH:7]=[CH:6][C:5]5[O:1][CH2:2][O:3][C:4]=5[CH:9]=4)[C:14]=3[C:15]=2[CH:16]=1. (2) Given the reactants [CH2:1]([NH:7][C:8](=O)[CH3:9])[CH2:2][CH2:3][CH2:4][CH2:5][CH3:6].[CH3:11][N:12](C)[C:13](Cl)=O, predict the reaction product. The product is: [CH3:11][N:12]([CH3:13])[C:8](=[N:7][CH2:1][CH2:2][CH2:3][CH2:4][CH2:5][CH3:6])[CH3:9]. (3) Given the reactants Br[CH2:2][CH:3]([C:12]1[CH:21]=[CH:20][C:19]([O:22][CH2:23][C:24]2[CH:29]=[CH:28][CH:27]=[CH:26][CH:25]=2)=[C:18]2[C:13]=1[CH:14]=[CH:15][C:16](=[O:30])[NH:17]2)[O:4][Si:5]([C:8]([CH3:11])([CH3:10])[CH3:9])([CH3:7])[CH3:6].[NH2:31][C:32]1[CH:37]=[CH:36][C:35]([CH2:38][CH2:39][NH2:40])=[CH:34][CH:33]=1, predict the reaction product. The product is: [NH2:31][C:32]1[CH:37]=[CH:36][C:35]([CH2:38][CH2:39][NH:40][CH2:2][C@@H:3]([C:12]2[CH:21]=[CH:20][C:19]([O:22][CH2:23][C:24]3[CH:29]=[CH:28][CH:27]=[CH:26][CH:25]=3)=[C:18]3[C:13]=2[CH:14]=[CH:15][C:16](=[O:30])[NH:17]3)[O:4][Si:5]([C:8]([CH3:11])([CH3:10])[CH3:9])([CH3:7])[CH3:6])=[CH:34][CH:33]=1. (4) Given the reactants [Cl:1][C:2]1[C:3]([N:11]2[CH2:16][CH2:15][CH:14]([C:17]([F:20])([F:19])[F:18])[CH2:13][CH2:12]2)=[CH:4][C:5]([NH:9][CH3:10])=[C:6]([CH:8]=1)[NH2:7].[F:21][C:22]([F:44])([F:43])[C:23]1[CH:39]=[CH:38][C:26]([CH2:27][NH:28][C:29]([C:31]2([C:34]([F:37])([F:36])[F:35])[CH2:33][CH2:32]2)=[O:30])=[CH:25][C:24]=1[N:40]=[C:41]=S.CC(C)N=C=NC(C)C, predict the reaction product. The product is: [F:21][C:22]([F:44])([F:43])[C:23]1[CH:39]=[CH:38][C:26]([CH2:27][NH:28][C:29]([C:31]2([C:34]([F:37])([F:36])[F:35])[CH2:33][CH2:32]2)=[O:30])=[CH:25][C:24]=1[NH:40][C:41]1[N:9]([CH3:10])[C:5]2[CH:4]=[C:3]([N:11]3[CH2:16][CH2:15][CH:14]([C:17]([F:19])([F:20])[F:18])[CH2:13][CH2:12]3)[C:2]([Cl:1])=[CH:8][C:6]=2[N:7]=1. (5) The product is: [F:1][C:2]1[C:7]([N:23]2[CH2:28][CH2:27][O:26][CH2:25][CH2:24]2)=[CH:6][C:5]([N:9]2[CH2:13][C@H:12]([CH2:14][NH:15][C:16](=[O:18])[CH3:17])[O:11][C:10]2=[O:19])=[C:4]([N+:20]([O-:22])=[O:21])[CH:3]=1. Given the reactants [F:1][C:2]1[C:7](F)=[CH:6][C:5]([N:9]2[CH2:13][C@H:12]([CH2:14][NH:15][C:16](=[O:18])[CH3:17])[O:11][C:10]2=[O:19])=[C:4]([N+:20]([O-:22])=[O:21])[CH:3]=1.[NH:23]1[CH2:28][CH2:27][O:26][CH2:25][CH2:24]1, predict the reaction product. (6) Given the reactants [CH3:1][C:2]1[CH:8]=[CH:7][C:5]([NH2:6])=[CH:4][C:3]=1[C:9]1[CH:10]=[N:11][CH:12]=[N:13][CH:14]=1.N1C=CC=CC=1.[C:21]1([C:34](Cl)=[O:35])[C:33]2[CH2:32][C:31]3[C:26](=[CH:27][CH:28]=[CH:29][CH:30]=3)[C:25]=2[CH:24]=[CH:23][CH:22]=1, predict the reaction product. The product is: [CH3:1][C:2]1[CH:8]=[CH:7][C:5]([NH:6][C:34]([C:21]2[C:33]3[CH2:32][C:31]4[C:26](=[CH:27][CH:28]=[CH:29][CH:30]=4)[C:25]=3[CH:24]=[CH:23][CH:22]=2)=[O:35])=[CH:4][C:3]=1[C:9]1[CH:14]=[N:13][CH:12]=[N:11][CH:10]=1. (7) Given the reactants [C:1]([O:6][CH2:7][CH3:8])(=[O:5])/[CH:2]=[CH:3]/[CH3:4].[CH2:9]([N:16]([CH2:20][Si](C)(C)C)[CH2:17]OC)[C:10]1[CH:15]=[CH:14][CH:13]=[CH:12][CH:11]=1, predict the reaction product. The product is: [CH2:7]([O:6][C:1]([CH:2]1[CH:3]([CH3:4])[CH2:17][N:16]([CH2:9][C:10]2[CH:11]=[CH:12][CH:13]=[CH:14][CH:15]=2)[CH2:20]1)=[O:5])[CH3:8]. (8) Given the reactants [Cl:1]C1C=CC(C(O)=O)=CN=1.[C:11]([O:15][C:16](=[O:29])[NH:17][C:18]1[CH:19]=[N:20][C:21](C(F)(F)F)=[CH:22][C:23]=1[I:24])([CH3:14])([CH3:13])[CH3:12], predict the reaction product. The product is: [C:11]([O:15][C:16](=[O:29])[NH:17][C:18]1[CH:19]=[N:20][C:21]([Cl:1])=[CH:22][C:23]=1[I:24])([CH3:14])([CH3:13])[CH3:12]. (9) Given the reactants [CH3:1][O:2][CH:3]1[CH2:8][CH2:7][N:6]([CH2:9][C:10]#[N:11])[CH2:5][CH2:4]1, predict the reaction product. The product is: [CH3:1][O:2][CH:3]1[CH2:8][CH2:7][N:6]([CH2:9][CH2:10][NH2:11])[CH2:5][CH2:4]1. (10) Given the reactants [Si]([O:8][CH2:9][C@@H:10]([N:19]1[CH:24]=[CH:23][C:22]([C:25]2[CH:30]=[CH:29][N:28]=[C:27]([NH:31][CH:32]3[CH2:37][CH2:36][O:35][CH2:34][CH2:33]3)[N:26]=2)=[CH:21][C:20]1=[O:38])[C:11]1[CH:16]=[CH:15][C:14]([Cl:17])=[C:13]([F:18])[CH:12]=1)(C(C)(C)C)(C)C.[F-].C([N+](CCCC)(CCCC)CCCC)CCC, predict the reaction product. The product is: [Cl:17][C:14]1[CH:15]=[CH:16][C:11]([C@H:10]([N:19]2[CH:24]=[CH:23][C:22]([C:25]3[CH:30]=[CH:29][N:28]=[C:27]([NH:31][CH:32]4[CH2:37][CH2:36][O:35][CH2:34][CH2:33]4)[N:26]=3)=[CH:21][C:20]2=[O:38])[CH2:9][OH:8])=[CH:12][C:13]=1[F:18].